Dataset: NCI-60 drug combinations with 297,098 pairs across 59 cell lines. Task: Regression. Given two drug SMILES strings and cell line genomic features, predict the synergy score measuring deviation from expected non-interaction effect. (1) Drug 1: CC1=C(C=C(C=C1)C(=O)NC2=CC(=CC(=C2)C(F)(F)F)N3C=C(N=C3)C)NC4=NC=CC(=N4)C5=CN=CC=C5. Drug 2: C1=NC2=C(N=C(N=C2N1C3C(C(C(O3)CO)O)F)Cl)N. Cell line: LOX IMVI. Synergy scores: CSS=-11.5, Synergy_ZIP=5.40, Synergy_Bliss=0.969, Synergy_Loewe=-7.33, Synergy_HSA=-8.84. (2) Drug 1: CN1C(=O)N2C=NC(=C2N=N1)C(=O)N. Drug 2: C1CN(P(=O)(OC1)NCCCl)CCCl. Cell line: SW-620. Synergy scores: CSS=11.0, Synergy_ZIP=-2.23, Synergy_Bliss=0.573, Synergy_Loewe=-35.3, Synergy_HSA=0.116. (3) Drug 1: CN(CC1=CN=C2C(=N1)C(=NC(=N2)N)N)C3=CC=C(C=C3)C(=O)NC(CCC(=O)O)C(=O)O. Drug 2: C1CCC(C(C1)N)N.C(=O)(C(=O)[O-])[O-].[Pt+4]. Cell line: OVCAR-8. Synergy scores: CSS=31.0, Synergy_ZIP=-8.57, Synergy_Bliss=-4.98, Synergy_Loewe=-25.3, Synergy_HSA=-2.99. (4) Drug 1: C1=CN(C=N1)CC(O)(P(=O)(O)O)P(=O)(O)O. Drug 2: C1CCC(C(C1)N)N.C(=O)(C(=O)[O-])[O-].[Pt+4]. Cell line: NCI-H460. Synergy scores: CSS=26.5, Synergy_ZIP=1.14, Synergy_Bliss=1.82, Synergy_Loewe=-14.3, Synergy_HSA=-0.214. (5) Drug 1: COC1=NC(=NC2=C1N=CN2C3C(C(C(O3)CO)O)O)N. Drug 2: B(C(CC(C)C)NC(=O)C(CC1=CC=CC=C1)NC(=O)C2=NC=CN=C2)(O)O. Cell line: MCF7. Synergy scores: CSS=23.9, Synergy_ZIP=-4.93, Synergy_Bliss=-3.17, Synergy_Loewe=-70.3, Synergy_HSA=-5.95. (6) Drug 1: CC12CCC3C(C1CCC2=O)CC(=C)C4=CC(=O)C=CC34C. Drug 2: C1CC(C1)(C(=O)O)C(=O)O.[NH2-].[NH2-].[Pt+2]. Cell line: HT29. Synergy scores: CSS=31.2, Synergy_ZIP=0.517, Synergy_Bliss=6.15, Synergy_Loewe=0.493, Synergy_HSA=6.53. (7) Drug 1: CC(C1=C(C=CC(=C1Cl)F)Cl)OC2=C(N=CC(=C2)C3=CN(N=C3)C4CCNCC4)N. Drug 2: COC1=CC(=CC(=C1O)OC)C2C3C(COC3=O)C(C4=CC5=C(C=C24)OCO5)OC6C(C(C7C(O6)COC(O7)C8=CC=CS8)O)O. Cell line: NCI/ADR-RES. Synergy scores: CSS=-0.672, Synergy_ZIP=0.257, Synergy_Bliss=-0.329, Synergy_Loewe=-1.69, Synergy_HSA=-1.41. (8) Synergy scores: CSS=20.5, Synergy_ZIP=-5.27, Synergy_Bliss=0.525, Synergy_Loewe=-5.94, Synergy_HSA=-0.845. Drug 2: N.N.Cl[Pt+2]Cl. Cell line: MDA-MB-231. Drug 1: CN1C2=C(C=C(C=C2)N(CCCl)CCCl)N=C1CCCC(=O)O.Cl.